From a dataset of Full USPTO retrosynthesis dataset with 1.9M reactions from patents (1976-2016). Predict the reactants needed to synthesize the given product. (1) Given the product [CH2:1]([C:3]1[N:4]([CH2:11][CH2:12][O:13][C:14]2[CH:15]=[CH:16][C:17]([CH2:18][N:19]3[C:20](=[O:21])[NH:22][C:29](=[O:30])[O:23]3)=[CH:24][CH:25]=2)[C:5](=[O:10])[CH:6]=[C:7]([CH3:9])[N:8]=1)[CH3:2], predict the reactants needed to synthesize it. The reactants are: [CH2:1]([C:3]1[N:4]([CH2:11][CH2:12][O:13][C:14]2[CH:25]=[CH:24][C:17]([CH2:18][N:19]([OH:23])[C:20]([NH2:22])=[O:21])=[CH:16][CH:15]=2)[C:5](=[O:10])[CH:6]=[C:7]([CH3:9])[N:8]=1)[CH3:2].[OH-].[Na+].Cl[C:29](OCC)=[O:30]. (2) The reactants are: [Li+].[OH-].C([C:5]1[C:14]2[C:9](=[CH:10][CH:11]=[C:12]([C:15]3[CH:20]=[CH:19][C:18]([F:21])=[CH:17][CH:16]=3)[CH:13]=2)[C:8]([C:22]2[CH:27]=[CH:26][C:25]([C@@H:28]([OH:32])[CH:29]([F:31])[F:30])=[CH:24][CH:23]=2)=[CH:7][C:6]=1[C:33]([OH:35])=[O:34])C. Given the product [F:31][CH:29]([F:30])[C@@H:28]([C:25]1[CH:24]=[CH:23][C:22]([C:8]2[C:9]3[C:14](=[CH:13][C:12]([C:15]4[CH:20]=[CH:19][C:18]([F:21])=[CH:17][CH:16]=4)=[CH:11][CH:10]=3)[CH:5]=[C:6]([C:33]([OH:35])=[O:34])[CH:7]=2)=[CH:27][CH:26]=1)[OH:32], predict the reactants needed to synthesize it. (3) Given the product [Cl:1][C:2]1[C:3]([CH2:4][OH:5])=[CH:7][CH:8]=[C:9]([CH3:11])[N:10]=1, predict the reactants needed to synthesize it. The reactants are: [Cl:1][C:2]1[N:10]=[C:9]([CH3:11])[CH:8]=[CH:7][C:3]=1[C:4](O)=[O:5]. (4) Given the product [CH2:1]([C@H:8]1[CH2:12][O:11][C:10](=[O:13])[N:9]1[C:14](=[O:21])[C@@H:15]([N:50]=[N+:51]=[N-:52])[CH2:16][Si:17]([CH3:19])([CH3:18])[CH3:20])[C:2]1[CH:7]=[CH:6][CH:5]=[CH:4][CH:3]=1, predict the reactants needed to synthesize it. The reactants are: [CH2:1]([C@H:8]1[CH2:12][O:11][C:10](=[O:13])[N:9]1[C:14](=[O:21])[CH2:15][CH2:16][Si:17]([CH3:20])([CH3:19])[CH3:18])[C:2]1[CH:7]=[CH:6][CH:5]=[CH:4][CH:3]=1.C[Si]([N-][Si](C)(C)C)(C)C.[K+].C(C1C=C(C(C)C)C=C(C(C)C)C=1S([N:50]=[N+:51]=[N-:52])(=O)=O)(C)C.Cl. (5) Given the product [Cl:15][C:16]1[C:17]([OH:25])=[C:18]([CH:21]=[CH:22][C:23]=1[O:24][CH2:52][C:51]1[C:46]([CH3:45])=[C:47]([C:54]2[CH:59]=[CH:58][CH:57]=[CH:56][CH:55]=2)[CH:48]=[CH:49][CH:50]=1)[CH:19]=[O:20], predict the reactants needed to synthesize it. The reactants are: N(C(OC(C)C)=O)=NC(OC(C)C)=O.[Cl:15][C:16]1[C:17]([OH:25])=[C:18]([CH:21]=[CH:22][C:23]=1[OH:24])[CH:19]=[O:20].C1(P(C2C=CC=CC=2)C2C=CC=CC=2)C=CC=CC=1.[CH3:45][C:46]1[C:51]([CH2:52]O)=[CH:50][CH:49]=[CH:48][C:47]=1[C:54]1[CH:59]=[CH:58][CH:57]=[CH:56][CH:55]=1.